Dataset: Full USPTO retrosynthesis dataset with 1.9M reactions from patents (1976-2016). Task: Predict the reactants needed to synthesize the given product. (1) Given the product [NH2:28][C:27]1[C:18]([C:16]([NH:15][C:10]2[CH:11]=[N:12][CH:13]=[CH:14][C:9]=2[N:4]2[CH2:5][C@H:6]([CH3:8])[CH2:7][C@H:2]([NH2:1])[CH2:3]2)=[O:17])=[N:19][C:20]2[C:25]([CH:26]=1)=[CH:24][CH:23]=[C:22]([N:39]1[CH2:40][CH2:41][O:42][CH2:43][CH2:44]1)[CH:21]=2, predict the reactants needed to synthesize it. The reactants are: [NH2:1][C@H:2]1[CH2:7][C@@H:6]([CH3:8])[CH2:5][N:4]([C:9]2[CH:14]=[CH:13][N:12]=[CH:11][C:10]=2[NH:15][C:16]([C:18]2[C:27]([NH:28]C(=O)OCC3C=CC=CC=3)=[CH:26][C:25]3[C:20](=[CH:21][C:22]([N:39]4[CH2:44][CH2:43][O:42][CH2:41][CH2:40]4)=[CH:23][CH:24]=3)[N:19]=2)=[O:17])[CH2:3]1. (2) Given the product [SH:8][C:9]1[CH:16]=[CH:15][C:12]([CH:13]=[O:14])=[CH:11][CH:10]=1, predict the reactants needed to synthesize it. The reactants are: [Na].CC(S)(C)C.C[S:8][C:9]1[CH:16]=[CH:15][C:12]([CH:13]=[O:14])=[CH:11][CH:10]=1.Cl. (3) Given the product [Cl:17][C:11]1[CH:10]=[C:9]([C:6]2[CH:7]=[CH:8][N:4]([CH2:3][C@@H:2]([NH:1][C:25]([C:23]3[N:22]=[CH:21][N:20]([CH3:19])[CH:24]=3)=[O:26])[CH3:18])[N:5]=2)[CH:16]=[CH:15][C:12]=1[C:13]#[N:14], predict the reactants needed to synthesize it. The reactants are: [NH2:1][C@@H:2]([CH3:18])[CH2:3][N:4]1[CH:8]=[CH:7][C:6]([C:9]2[CH:16]=[CH:15][C:12]([C:13]#[N:14])=[C:11]([Cl:17])[CH:10]=2)=[N:5]1.[CH3:19][N:20]1[CH:24]=[C:23]([C:25](O)=[O:26])[N:22]=[CH:21]1.